Dataset: NCI-60 drug combinations with 297,098 pairs across 59 cell lines. Task: Regression. Given two drug SMILES strings and cell line genomic features, predict the synergy score measuring deviation from expected non-interaction effect. (1) Drug 1: COC1=C(C=C2C(=C1)N=CN=C2NC3=CC(=C(C=C3)F)Cl)OCCCN4CCOCC4. Drug 2: C1=CC(=CC=C1CC(C(=O)O)N)N(CCCl)CCCl.Cl. Cell line: UACC-257. Synergy scores: CSS=17.8, Synergy_ZIP=-0.544, Synergy_Bliss=6.44, Synergy_Loewe=4.42, Synergy_HSA=4.00. (2) Drug 1: C1=NC(=NC(=O)N1C2C(C(C(O2)CO)O)O)N. Drug 2: CN(CCCl)CCCl.Cl. Cell line: KM12. Synergy scores: CSS=54.6, Synergy_ZIP=-6.99, Synergy_Bliss=-1.94, Synergy_Loewe=-4.35, Synergy_HSA=3.33. (3) Drug 1: CC1C(C(=O)NC(C(=O)N2CCCC2C(=O)N(CC(=O)N(C(C(=O)O1)C(C)C)C)C)C(C)C)NC(=O)C3=C4C(=C(C=C3)C)OC5=C(C(=O)C(=C(C5=N4)C(=O)NC6C(OC(=O)C(N(C(=O)CN(C(=O)C7CCCN7C(=O)C(NC6=O)C(C)C)C)C)C(C)C)C)N)C. Drug 2: CCC1(C2=C(COC1=O)C(=O)N3CC4=CC5=C(C=CC(=C5CN(C)C)O)N=C4C3=C2)O.Cl. Cell line: SR. Synergy scores: CSS=83.9, Synergy_ZIP=0.402, Synergy_Bliss=-0.544, Synergy_Loewe=-1.17, Synergy_HSA=1.44. (4) Drug 1: C1=NC2=C(N1)C(=S)N=C(N2)N. Drug 2: C1=NC2=C(N1)C(=S)N=CN2. Cell line: TK-10. Synergy scores: CSS=28.6, Synergy_ZIP=-17.4, Synergy_Bliss=-21.4, Synergy_Loewe=-22.9, Synergy_HSA=-18.8. (5) Drug 1: C1=C(C(=O)NC(=O)N1)N(CCCl)CCCl. Drug 2: N.N.Cl[Pt+2]Cl. Cell line: DU-145. Synergy scores: CSS=11.3, Synergy_ZIP=-10.3, Synergy_Bliss=-11.9, Synergy_Loewe=-17.0, Synergy_HSA=-12.8. (6) Drug 1: CCCS(=O)(=O)NC1=C(C(=C(C=C1)F)C(=O)C2=CNC3=C2C=C(C=N3)C4=CC=C(C=C4)Cl)F. Drug 2: COCCOC1=C(C=C2C(=C1)C(=NC=N2)NC3=CC=CC(=C3)C#C)OCCOC.Cl. Cell line: UACC-257. Synergy scores: CSS=47.9, Synergy_ZIP=-2.08, Synergy_Bliss=-1.67, Synergy_Loewe=-14.7, Synergy_HSA=-1.97. (7) Drug 1: C1C(C(OC1N2C=C(C(=O)NC2=O)F)CO)O. Drug 2: CN1C(=O)N2C=NC(=C2N=N1)C(=O)N. Cell line: HL-60(TB). Synergy scores: CSS=34.3, Synergy_ZIP=-2.46, Synergy_Bliss=-3.11, Synergy_Loewe=-23.4, Synergy_HSA=-0.337.